From a dataset of Forward reaction prediction with 1.9M reactions from USPTO patents (1976-2016). Predict the product of the given reaction. Given the reactants [CH3:1][O:2][C:3]1[CH:12]=[CH:11][CH:10]=[C:9]2[C:4]=1[CH2:5][CH2:6][C:7](=O)[CH2:8]2.[CH3:14][CH2:15][CH2:16][NH2:17], predict the reaction product. The product is: [CH3:1][O:2][C:3]1[CH:12]=[CH:11][CH:10]=[C:9]2[C:4]=1[CH2:5][CH2:6][CH:7]([NH:17][CH2:16][CH2:15][CH3:14])[CH2:8]2.